This data is from Full USPTO retrosynthesis dataset with 1.9M reactions from patents (1976-2016). The task is: Predict the reactants needed to synthesize the given product. Given the product [S:1]1[CH:5]=[CH:4][C:3]2[C:6]3[NH:34][N:35]=[C:11]([NH:10][C:13]4[CH:18]=[CH:17][CH:16]=[CH:15][C:14]=4[O:19][C:20]([F:23])([F:22])[F:21])[C:7]=3[CH2:8][C:2]1=2, predict the reactants needed to synthesize it. The reactants are: [S:1]1[CH:5]=[CH:4][C:3]2[C:6](=O)[CH2:7][CH2:8][C:2]1=2.[N:10]([C:13]1[CH:18]=[CH:17][CH:16]=[CH:15][C:14]=1[O:19][C:20]([F:23])([F:22])[F:21])=[C:11]=S.C[Si](C)(C)[Si](C)(C)C.[Li].O.[NH2:34][NH2:35].